Task: Predict which catalyst facilitates the given reaction.. Dataset: Catalyst prediction with 721,799 reactions and 888 catalyst types from USPTO (1) Reactant: [S:1]1[CH:5]=[CH:4][CH:3]=[C:2]1[C:6]1[C:11]([C:12]2[CH:17]=[CH:16][N:15]=[CH:14][CH:13]=2)=[CH:10][C:9]([NH2:18])=[C:8]([NH2:19])[N:7]=1.[C:20](C1NC=CN=1)(C1NC=CN=1)=[O:21]. Product: [N:15]1[CH:16]=[CH:17][C:12]([C:11]2[CH:10]=[C:9]3[NH:18][C:20](=[O:21])[NH:19][C:8]3=[N:7][C:6]=2[C:2]2[S:1][CH:5]=[CH:4][CH:3]=2)=[CH:13][CH:14]=1. The catalyst class is: 12. (2) Reactant: [Cl:1][C:2]1[CH:7]=[CH:6][C:5]([C:8]2[N:12]([C:13]3[CH:18]=[CH:17][C:16]([Cl:19])=[CH:15][C:14]=3[Cl:20])[N:11]=[C:10]([C:21]([NH2:23])=[O:22])[C:9]=2[CH3:24])=[CH:4][CH:3]=1.C[Si]([N-][Si](C)(C)C)(C)C.[Na+].Cl[C:36]([O:38][CH2:39][C:40]1[CH:45]=[CH:44][CH:43]=[CH:42][CH:41]=1)=[O:37].C([O-])(O)=O.[Na+]. Product: [Cl:1][C:2]1[CH:3]=[CH:4][C:5]([C:8]2[N:12]([C:13]3[CH:18]=[CH:17][C:16]([Cl:19])=[CH:15][C:14]=3[Cl:20])[N:11]=[C:10]([C:21]([NH:23][C:36](=[O:37])[O:38][CH2:39][C:40]3[CH:45]=[CH:44][CH:43]=[CH:42][CH:41]=3)=[O:22])[C:9]=2[CH3:24])=[CH:6][CH:7]=1. The catalyst class is: 1. (3) Reactant: [N:1]1[C:10]2[C:5](=[CH:6][CH:7]=[CH:8][CH:9]=2)[N:4]=[CH:3][C:2]=1[C:11]([OH:13])=O.C1(P(C2C=CC=CC=2)C2C=CC=CC=2)C=CC=CC=1.C1C=C(SSC2N=CC=CC=2)N=CC=1.[NH:47]([C:49]1[C:50]2[N:51]([CH:59]=[CH:60][CH:61]=2)[C:52]2[C:57]([N:58]=1)=[CH:56][CH:55]=[CH:54][CH:53]=2)[NH2:48]. Product: [CH:59]1[N:51]2[C:52]3[C:57]([N:58]=[C:49]([NH:47][NH:48][C:11]([C:2]4[CH:3]=[N:4][C:5]5[C:10](=[CH:9][CH:8]=[CH:7][CH:6]=5)[N:1]=4)=[O:13])[C:50]2=[CH:61][CH:60]=1)=[CH:56][CH:55]=[CH:54][CH:53]=3. The catalyst class is: 4. (4) Reactant: [O:1]=[CH:2][C:3]1[CH:11]=[CH:10][C:7]([O:8][CH3:9])=[C:5]([OH:6])[CH:4]=1.[CH2:12](I)[CH2:13][CH3:14].C([O-])([O-])=O.[K+].[K+].C(OC1C=C(C=CC=1C)C=O)C. Product: [CH3:9][O:8][C:7]1[CH:10]=[CH:11][C:3]([CH:2]=[O:1])=[CH:4][C:5]=1[O:6][CH2:12][CH2:13][CH3:14]. The catalyst class is: 3. (5) Reactant: [Li]CCCC.CC1(C)CCCC(C)(C)N1.[Cl:16][C:17]1[CH:18]=[C:19]([CH:23]=[CH:24][CH:25]=1)[C:20]([OH:22])=[O:21].O=[C:27]1[CH2:32][CH2:31][N:30]([C:33]([O:35][C:36]([CH3:39])([CH3:38])[CH3:37])=[O:34])[CH2:29][CH2:28]1. Product: [Cl:16][C:17]1[CH:25]=[CH:24][CH:23]=[C:19]2[C:18]=1[C:27]1([CH2:32][CH2:31][N:30]([C:33]([O:35][C:36]([CH3:39])([CH3:38])[CH3:37])=[O:34])[CH2:29][CH2:28]1)[O:21][C:20]2=[O:22]. The catalyst class is: 1. (6) Reactant: [O:1]1[C@H:3]2[CH2:4][C@@:5]3([CH3:35])[CH:9]([CH:10]4[CH2:11][C@H:12]([F:21])[C:13]5[C@@:18]([CH3:19])([C@:2]124)[CH:17]=[CH:16][C:15](=[O:20])[CH:14]=5)[CH2:8][C@@H:7]([CH3:22])[C@:6]3([O:26][C:27]([C:29]1[S:30][CH:31]=[CH:32][C:33]=1[CH3:34])=[O:28])[C:23]([OH:25])=[O:24].[CH2:36]1CCN2C(=NCCC2)CC1.S(OC)(OC)(=O)=O. Product: [O:1]1[C@H:3]2[CH2:4][C@@:5]3([CH3:35])[CH:9]([CH:10]4[CH2:11][C@H:12]([F:21])[C:13]5[C@@:18]([CH3:19])([C@:2]124)[CH:17]=[CH:16][C:15](=[O:20])[CH:14]=5)[CH2:8][C@@H:7]([CH3:22])[C@:6]3([O:26][C:27]([C:29]1[S:30][CH:31]=[CH:32][C:33]=1[CH3:34])=[O:28])[C:23]([O:25][CH3:36])=[O:24]. The catalyst class is: 13. (7) Reactant: [CH3:1][C:2]1([CH3:9])[NH:6][C:5](=[O:7])[NH:4][C:3]1=[O:8].[H-].[Na+].[C:12]1([S:22](Cl)(=[O:24])=[O:23])[C:21]2[C:16](=[CH:17][CH:18]=[CH:19][CH:20]=2)[CH:15]=[CH:14][CH:13]=1. Product: [CH3:1][C:2]1([CH3:9])[N:6]([S:22]([C:12]2[C:21]3[C:16](=[CH:17][CH:18]=[CH:19][CH:20]=3)[CH:15]=[CH:14][CH:13]=2)(=[O:24])=[O:23])[C:5](=[O:7])[N:4]([S:22]([C:12]2[C:21]3[C:16](=[CH:17][CH:18]=[CH:19][CH:20]=3)[CH:15]=[CH:14][CH:13]=2)(=[O:24])=[O:23])[C:3]1=[O:8]. The catalyst class is: 7. (8) Reactant: [F:1][C:2]1[CH:7]=[CH:6][C:5]([C:8]2[O:9][CH:10]=[C:11]([CH:13]=O)[N:12]=2)=[CH:4][CH:3]=1.Cl.[CH3:16][NH:17][CH3:18].[C-:19]#[N:20].[Na+]. Product: [CH3:16][N:17]([CH3:18])[CH:13]([C:11]1[N:12]=[C:8]([C:5]2[CH:6]=[CH:7][C:2]([F:1])=[CH:3][CH:4]=2)[O:9][CH:10]=1)[C:19]#[N:20]. The catalyst class is: 87. (9) Reactant: [Br:1][C:2]1[CH:7]=[CH:6][C:5]([C:8]([C:11]2[CH:12]=[CH:13][C:14]([NH2:17])=[N:15][CH:16]=2)=[CH:9][CH3:10])=[CH:4][CH:3]=1.[F:18][C:19]1[CH:20]=[N:21][CH:22]=[C:23]([C:27]=1[CH3:28])[C:24](O)=[O:25].C(Cl)CCl. Product: [Br:1][C:2]1[CH:3]=[CH:4][C:5](/[C:8](/[C:11]2[CH:12]=[CH:13][C:14]([NH:17][C:24](=[O:25])[C:23]3[C:27]([CH3:28])=[C:19]([F:18])[CH:20]=[N:21][CH:22]=3)=[N:15][CH:16]=2)=[CH:9]/[CH3:10])=[CH:6][CH:7]=1. The catalyst class is: 64. (10) Reactant: [CH3:1][C:2]1[N:11]=[C:10]([C:12]2[CH:13]=[N:14][N:15]([CH2:17][CH2:18][OH:19])[CH:16]=2)[C:9]2[CH2:8][CH2:7][C@H:6]3[C@H:20]([CH3:27])[C:21]4[O:25][N:24]=[CH:23][C:22]=4[CH2:26][C@:5]3([C:28]3[CH:33]=[CH:32][CH:31]=[CH:30][CH:29]=3)[C:4]=2[N:3]=1.C[O-].[Na+].Cl. Product: [OH:19][CH2:18][CH2:17][N:15]1[CH:16]=[C:12]([C:10]2[C:9]3[CH2:8][CH2:7][C@H:6]4[C@H:20]([CH3:27])[C:21](=[O:25])[CH:22]([C:23]#[N:24])[CH2:26][C@:5]4([C:28]4[CH:29]=[CH:30][CH:31]=[CH:32][CH:33]=4)[C:4]=3[N:3]=[C:2]([CH3:1])[N:11]=2)[CH:13]=[N:14]1. The catalyst class is: 83.